Predict the reaction yield, written as a fraction of the theoretical maximum amount of product (1.0 means a 100% yield; for example, 0.34 means a 34% yield). From a dataset of Reaction yield outcomes from USPTO patents with 853,638 reactions. The reactants are [Cl:1][C:2]1[C:3]([F:11])=[C:4]2[CH:10]=[CH:9][NH:8][C:5]2=[N:6][CH:7]=1.[N+:12]([O-])([OH:14])=[O:13]. No catalyst specified. The product is [Cl:1][C:2]1[C:3]([F:11])=[C:4]2[C:10]([N+:12]([O-:14])=[O:13])=[CH:9][NH:8][C:5]2=[N:6][CH:7]=1. The yield is 0.860.